From a dataset of Forward reaction prediction with 1.9M reactions from USPTO patents (1976-2016). Predict the product of the given reaction. Given the reactants [CH3:1][C:2]([N:6]1[CH2:10][CH2:9][CH2:8][CH:7]1[CH3:11])([CH3:5])[C:3]#[N:4].[C:12]1([Li])[CH:17]=[CH:16][CH:15]=[CH:14][CH:13]=1.C(=O)([O-])O.[Na+].[BH4-].[Na+], predict the reaction product. The product is: [CH3:5][C:2]([N:6]1[CH2:10][CH2:9][CH2:8][CH:7]1[CH3:11])([CH3:1])[CH:3]([NH2:4])[C:12]1[CH:17]=[CH:16][CH:15]=[CH:14][CH:13]=1.